This data is from Experimentally validated miRNA-target interactions with 360,000+ pairs, plus equal number of negative samples. The task is: Binary Classification. Given a miRNA mature sequence and a target amino acid sequence, predict their likelihood of interaction. (1) The protein sequence of the target gene is MNVDAEASMAVISLLFLAVMYVVHHPLMVSDRMDLDTLARSRQLEKRMSEEMRLLEMEFEERKRAAEQRQKAENFWTGDTSSDQLVLGKKDMGWPFQADGQEGPLGWMLGNLWNTGLFCLFLVFELLRQNMQHEPAFDSSSEEEEEEVRVVPVTSYNWLTDFPSQEALDSFYKHYVQNAIRDLPCTCEFVESFVDDLIEACRVLSRQEAHPQLEDCLGIGAAFEKWGTLHETQKFDILVPIVPPQGTMFVLEMRDPALGRRCGCVLVESECVCKREKLLGDVLCLVHHHRDPSAVLGKCS.... Result: 1 (interaction). The miRNA is hsa-miR-337-3p with sequence CUCCUAUAUGAUGCCUUUCUUC. (2) The miRNA is hsa-miR-150-5p with sequence UCUCCCAACCCUUGUACCAGUG. The protein sequence of the target gene is MEAEVWEAEGYNLVLDSDLYDADGYDVPDPGLLTEKNELTFTEPSQVLPFLTSSQQWQSLTPRARARRLWLLLRTSLHEVVEKEKRAELRAARLTHGLEPLRRLEVAAGLRSVAQDPVGGRFVVLDGAGRLHLHKEDGWAQETLLAPVRLTGLVTVLGPLGAVGRFVGWGPAGLAILRPNLSLLWLSEQGVGRAPGWAPTCCLPVPDLRLLLVAEMNSSLALWQFRSGGRRLVLRGSALHPPPSPTGRLMRLAVAPVPPHHVLRCFAAYGSAVLTFDLHAWTLVDVRRDLHKTTISDLAY.... Result: 1 (interaction). (3) The miRNA is hsa-miR-181b-2-3p with sequence CUCACUGAUCAAUGAAUGCA. The protein sequence of the target gene is MTGKLAEKLPVTMSSLLNQLPDNLYPEEIPSALNLFSGSSDSVVHYNQMATENVMDIGLTNEKPNPELSYSGSFQPAPGNKTVTYLGKFAFDSPSNWCQDNIISLMSAGILGVPPASGALSTQTSTASMVQPPQGDVEAMYPALPPYSNCGDLYSEPVSFHDPQGNPGLAYSPQDYQSAKPALDSNLFPMIPDYNLYHHPNDMGSIPEHKPFQGMDPIRVNPPPITPLETIKAFKDKQIHPGFGSLPQPPLTLKPIRPRKYPNRPSKTPLHERPHACPAEGCDRRFSRSDELTRHLRIHT.... Result: 0 (no interaction). (4) The miRNA is hsa-miR-6748-5p with sequence UGUGGGUGGGAAGGACUGGAUU. The protein sequence of the target gene is MAEGGSPDGRAGPGSAGRNLKEWLREQFCDHPLEHCEDTRLHDAAYVGDLQTLRSLLQEESYRSRINEKSVWCCGWLPCTPLRIAATAGHGSCVDFLIRKGAEVDLVDVKGQTALYVAVVNGHLESTQILLEAGADPNGSRHHRSTPVYHASRVGRADILKALIRYGADVDVNHHLTPDVQPRFSRRLTSLVVCPLYISAAYHNLQCFRLLLLAGANPDFNCNGPVNTQGFYRGSPGCVMDAVLRHGCEAAFVSLLVEFGANLNLVKWESLGPESRGRRKVDPEALQVFKEARSVPRTLL.... Result: 0 (no interaction). (5) The miRNA is hsa-miR-6881-5p with sequence UGGGGUAAGGAUAGGAGGGUCA. The protein sequence of the target gene is MKLLPSVMLKLFLAAVLSALVTGESLERLRRGLAAATSNPDPPTGSTNQLLPTGGDRAQGVQDLEGTDLNLFKVAFSSKPQGLATPSKERNGKKKKKGKGLGKKRDPCLRKYKDYCIHGECRYLQEFRTPSCKCLPGYHGHRCHGLTLPVENPLYTYDHTTVLAVVAVVLSSVCLLVIVGLLMFRYHRRGGYDLESEEKVKLGVASSH. Result: 0 (no interaction).